This data is from NCI-60 drug combinations with 297,098 pairs across 59 cell lines. The task is: Regression. Given two drug SMILES strings and cell line genomic features, predict the synergy score measuring deviation from expected non-interaction effect. Drug 1: CC1=C(C(=CC=C1)Cl)NC(=O)C2=CN=C(S2)NC3=CC(=NC(=N3)C)N4CCN(CC4)CCO. Drug 2: CN(CCCl)CCCl.Cl. Cell line: SW-620. Synergy scores: CSS=43.9, Synergy_ZIP=-13.7, Synergy_Bliss=-2.96, Synergy_Loewe=0.808, Synergy_HSA=1.25.